Predict which catalyst facilitates the given reaction. From a dataset of Catalyst prediction with 721,799 reactions and 888 catalyst types from USPTO. (1) Reactant: [H-].[Na+].[OH:3][C:4]1[CH:5]=[C:6]([CH:9]=[CH:10][C:11]=1[N+:12]([O-])=O)[CH:7]=O.Cl[Sn]Cl.C(=O)(O)[O-].[Na+].[C:30]([CH:28]([CH:28]([C:30]([O-:32])=[O:31])O)O)([O-:32])=[O:31].[K+].[Na+].[CH2:35]1COC[CH2:36]1. Product: [CH2:35]([O:32][C:30](=[O:31])/[CH:28]=[CH:7]/[C:6]1[CH:9]=[CH:10][C:11]([NH2:12])=[C:4]([OH:3])[CH:5]=1)[CH3:36]. The catalyst class is: 818. (2) Reactant: [CH3:1][N:2]([CH:12]1[CH2:16][CH2:15][N:14]([CH3:17])[CH2:13]1)[C:3]1[CH:8]=[CH:7][C:6]([N+:9]([O-])=O)=[CH:5][CH:4]=1. Product: [CH3:1][N:2]([CH:12]1[CH2:16][CH2:15][N:14]([CH3:17])[CH2:13]1)[C:3]1[CH:8]=[CH:7][C:6]([NH2:9])=[CH:5][CH:4]=1. The catalyst class is: 29. (3) Reactant: [C:1]([O:5][C:6]([N:8]1[CH2:12][CH2:11][CH2:10][CH:9]1[CH2:13][O:14][C:15]1[CH:20]=[CH:19][C:18]([O:21]CC2C=CC=CC=2)=[CH:17][CH:16]=1)=[O:7])([CH3:4])([CH3:3])[CH3:2].CCO. Product: [C:1]([O:5][C:6]([N:8]1[CH2:12][CH2:11][CH2:10][CH:9]1[CH2:13][O:14][C:15]1[CH:20]=[CH:19][C:18]([OH:21])=[CH:17][CH:16]=1)=[O:7])([CH3:4])([CH3:2])[CH3:3]. The catalyst class is: 123. (4) Reactant: [CH:1]([CH:3]1[CH2:8][CH2:7][N:6]([C:9]([O:11][C:12]([CH3:15])([CH3:14])[CH3:13])=[O:10])[CH2:5][CH2:4]1)=O.[C:16](=O)([O-])[O-].[K+].[K+].O. Product: [C:1]([CH:3]1[CH2:8][CH2:7][N:6]([C:9]([O:11][C:12]([CH3:15])([CH3:14])[CH3:13])=[O:10])[CH2:5][CH2:4]1)#[CH:16]. The catalyst class is: 5. (5) Reactant: Cl[C:2]1[CH:3]=[CH:4][C:5]2[N:6]([C:8]([CH2:11][C:12]3[C:13]([F:23])=[C:14]4[C:19](=[CH:20][C:21]=3[F:22])[N:18]=[CH:17][CH:16]=[CH:15]4)=[CH:9][N:10]=2)[N:7]=1.[C:24]([O:28][C:29]([N:31]1[CH2:36][CH2:35][CH:34]([N:37]2[CH:41]=[C:40](B3OC(C)(C)C(C)(C)O3)[CH:39]=[N:38]2)[CH2:33][CH2:32]1)=[O:30])([CH3:27])([CH3:26])[CH3:25].C([O-])([O-])=O.[Na+].[Na+].CCOC(C)=O. Product: [C:24]([O:28][C:29]([N:31]1[CH2:32][CH2:33][CH:34]([N:37]2[CH:41]=[C:40]([C:2]3[CH:3]=[CH:4][C:5]4[N:6]([C:8]([CH2:11][C:12]5[C:13]([F:23])=[C:14]6[C:19](=[CH:20][C:21]=5[F:22])[N:18]=[CH:17][CH:16]=[CH:15]6)=[CH:9][N:10]=4)[N:7]=3)[CH:39]=[N:38]2)[CH2:35][CH2:36]1)=[O:30])([CH3:27])([CH3:25])[CH3:26]. The catalyst class is: 837.